From a dataset of Reaction yield outcomes from USPTO patents with 853,638 reactions. Predict the reaction yield, written as a fraction of the theoretical maximum amount of product (1.0 means a 100% yield; for example, 0.34 means a 34% yield). (1) The reactants are [NH2:1][C:2]1[CH:3]=[C:4]([C:8]2[C:18]([C:19]3[CH:24]=[CH:23][N:22]=[C:21]([NH:25][C:26]4[CH:31]=[CH:30][CH:29]=[C:28]([O:32][CH2:33][CH2:34][N:35]([CH3:37])[CH3:36])[CH:27]=4)[N:20]=3)=[C:11]3[CH:12]=[CH:13][C:14]([O:16][CH3:17])=[CH:15][N:10]3[N:9]=2)[CH:5]=[CH:6][CH:7]=1.N([C@@H]([C:43]1[CH:48]=[CH:47][CH:46]=[CH:45][CH:44]=1)C)=C=O.[CH2:49]1[CH2:53][O:52][CH2:51][CH2:50]1. No catalyst specified. The product is [CH3:37][N:35]([CH3:36])[CH2:34][CH2:33][O:32][C:28]1[CH:27]=[C:26]([NH:25][C:21]2[N:20]=[C:19]([C:18]3[C:8]([C:4]4[CH:3]=[C:2]([NH:1][C:51]([C:50]5([C:43]6[CH:48]=[CH:47][CH:46]=[CH:45][CH:44]=6)[CH2:49][CH2:53]5)=[O:52])[CH:7]=[CH:6][CH:5]=4)=[N:9][N:10]4[CH:15]=[C:14]([O:16][CH3:17])[CH:13]=[CH:12][C:11]=34)[CH:24]=[CH:23][N:22]=2)[CH:31]=[CH:30][CH:29]=1. The yield is 0.440. (2) The reactants are [CH3:1][C:2]1[O:6][C:5]([C:7]2[CH:12]=[CH:11][C:10]([N+:13]([O-])=O)=[CH:9][CH:8]=2)=[N:4][C:3]=1[C:16]([O:18][CH3:19])=[O:17]. The catalyst is [Pd].CO. The product is [NH2:13][C:10]1[CH:9]=[CH:8][C:7]([C:5]2[O:6][C:2]([CH3:1])=[C:3]([C:16]([O:18][CH3:19])=[O:17])[N:4]=2)=[CH:12][CH:11]=1. The yield is 0.660. (3) The reactants are C(OC([N:8]1[CH2:13][CH2:12][N:11]([C:14]2[N:19]=[C:18]([C:20]3[CH:25]=[CH:24][N:23]=[C:22]([NH:26][CH:27]4[CH2:32][CH2:31][CH2:30][CH2:29][CH2:28]4)[CH:21]=3)[CH:17]=[C:16]([C:33]3[NH:37][N:36]=[N:35][N:34]=3)[CH:15]=2)[CH2:10][CH2:9]1)=O)(C)(C)C.C(O)(C(F)(F)F)=O. The catalyst is C(Cl)Cl. The product is [CH:27]1([NH:26][C:22]2[CH:21]=[C:20]([C:18]3[CH:17]=[C:16]([C:33]4[NH:34][N:35]=[N:36][N:37]=4)[CH:15]=[C:14]([N:11]4[CH2:12][CH2:13][NH:8][CH2:9][CH2:10]4)[N:19]=3)[CH:25]=[CH:24][N:23]=2)[CH2:28][CH2:29][CH2:30][CH2:31][CH2:32]1. The yield is 0.350.